Dataset: Full USPTO retrosynthesis dataset with 1.9M reactions from patents (1976-2016). Task: Predict the reactants needed to synthesize the given product. (1) Given the product [C:64]([O:63][C:61]([N:60]([O:3][CH2:5][CH2:6][O:7][C:8]1[CH:9]=[CH:10][C:11]2[O:15][C:14]([C:16]([NH:18][C:19]3[CH:24]=[CH:23][C:22]([Cl:25])=[CH:21][N:20]=3)=[O:17])=[C:13]([NH:26][C:27]([C@H:29]3[CH2:30][CH2:31][C@H:32]([N:35]4[CH2:39][CH2:38][CH2:37][C:36]4=[O:40])[CH2:33][CH2:34]3)=[O:28])[C:12]=2[CH:41]=1)[C:59]([NH:58][C:56]([O:55][C:51]([CH3:52])([CH3:53])[CH3:54])=[O:57])=[NH:68])=[O:62])([CH3:65])([CH3:66])[CH3:67], predict the reactants needed to synthesize it. The reactants are: Cl.Cl.[O:3]([CH2:5][CH2:6][O:7][C:8]1[CH:9]=[CH:10][C:11]2[O:15][C:14]([C:16]([NH:18][C:19]3[CH:24]=[CH:23][C:22]([Cl:25])=[CH:21][N:20]=3)=[O:17])=[C:13]([NH:26][C:27]([C@H:29]3[CH2:34][CH2:33][C@H:32]([N:35]4[CH2:39][CH2:38][CH2:37][C:36]4=[O:40])[CH2:31][CH2:30]3)=[O:28])[C:12]=2[CH:41]=1)N.C(N(CC)C(C)C)(C)C.[C:51]([O:55][C:56]([NH:58][C:59]([N:68]1C=CC=N1)=[N:60][C:61]([O:63][C:64]([CH3:67])([CH3:66])[CH3:65])=[O:62])=[O:57])([CH3:54])([CH3:53])[CH3:52]. (2) Given the product [C:1]([C:4]1([CH2:10][NH:11][C:12]([C:14]2[C:15]([Cl:23])=[C:16]3[C:20](=[CH:21][CH:22]=2)[NH:19][CH:18]=[CH:17]3)=[O:13])[CH2:9][CH2:8][CH2:7][CH2:6][CH2:5]1)#[N:2], predict the reactants needed to synthesize it. The reactants are: [C:1]([C:4]1([CH2:10][NH:11][C:12]([C:14]2[C:15]([Cl:23])=[C:16]3[C:20](=[CH:21][CH:22]=2)[NH:19][CH:18]=[CH:17]3)=[O:13])[CH2:9][CH2:8][CH2:7][CH2:6][CH2:5]1)(=O)[NH2:2]. (3) Given the product [F:18][C:3]1[C:2]([F:1])=[CH:17][C:16]2=[C:5]3[C:4]=1[O:9][CH2:8][CH:7]([CH3:10])[N:6]3[C:11](=[O:15])[C:12]2=[O:19], predict the reactants needed to synthesize it. The reactants are: [F:1][C:2]1[CH:17]=[CH:16][C:5]2[N:6]([C:11](=[O:15])[CH:12]=NO)[CH:7]([CH3:10])[CH2:8][O:9][C:4]=2[C:3]=1[F:18].[OH2:19]. (4) Given the product [O:6]=[C:4]1[C:3]2[C:2](=[CH:10][CH:9]=[CH:8][CH:7]=2)[C:1](=[O:11])[N:5]1[CH2:18][C@H:19]1[O:24][CH2:23][CH2:22][N:21]([C:25]([O:27][C:28]([CH3:29])([CH3:31])[CH3:30])=[O:26])[CH2:20]1, predict the reactants needed to synthesize it. The reactants are: [C:1]1(=[O:11])[NH:5][C:4](=[O:6])[C:3]2=[CH:7][CH:8]=[CH:9][CH:10]=[C:2]12.[K].CS(O[CH2:18][C@H:19]1[O:24][CH2:23][CH2:22][N:21]([C:25]([O:27][C:28]([CH3:31])([CH3:30])[CH3:29])=[O:26])[CH2:20]1)(=O)=O.O. (5) Given the product [O:20]=[C:11]([CH2:10][C:9]1[CH:8]=[CH:7][C:6]([O:5][C:1]([CH3:2])([CH3:3])[CH3:4])=[CH:19][CH:18]=1)[C:12]([O-:17])=[O:25].[Na+:21], predict the reactants needed to synthesize it. The reactants are: [C:1]([O:5][C:6]1[CH:19]=[CH:18][C:9]([CH:10]=[C:11]2NC(=O)N[C:12]2=[O:17])=[CH:8][CH:7]=1)([CH3:4])([CH3:3])[CH3:2].[OH-:20].[Na+:21].Cl.[Na+].[Cl-].[OH2:25]. (6) Given the product [C:12]([O:15][C:16](=[O:17])[NH:1][CH2:2][C:3]1[CH:10]=[CH:9][C:6]([CH2:7][NH2:8])=[CH:5][CH:4]=1)([CH3:14])([CH3:13])[CH3:11], predict the reactants needed to synthesize it. The reactants are: [NH2:1][CH2:2][C:3]1[CH:10]=[CH:9][C:6]([CH2:7][NH2:8])=[CH:5][CH:4]=1.[CH3:11][C:12]([O:15][C:16](O[C:16]([O:15][C:12]([CH3:14])([CH3:13])[CH3:11])=[O:17])=[O:17])([CH3:14])[CH3:13]. (7) Given the product [NH2:22][C:4]1[N:3]=[C:2]([F:1])[N:10]=[C:9]2[C:5]=1[N:6]=[C:7]([CH2:11][C:12]1[C:20]([I:21])=[CH:19][C:15]3[O:16][CH2:17][O:18][C:14]=3[CH:13]=1)[N:8]2[CH2:41][CH2:40][CH2:39][CH2:38][CH2:37][CH2:36][CH2:35][CH2:34][OH:33], predict the reactants needed to synthesize it. The reactants are: [F:1][C:2]1[N:10]=[C:9]2[C:5]([N:6]=[C:7]([CH2:11][C:12]3[C:20]([I:21])=[CH:19][C:15]4[O:16][CH2:17][O:18][C:14]=4[CH:13]=3)[NH:8]2)=[C:4]([NH2:22])[N:3]=1.S([O:33][CH2:34][CH2:35][CH2:36][CH2:37][CH2:38][CH2:39][CH2:40][CH2:41]O)(C1C=CC(C)=CC=1)(=O)=O.C([O-])([O-])=O.[Cs+].[Cs+]. (8) Given the product [Cl:1][C:2]1[CH:7]=[CH:6][CH:5]=[CH:4][C:3]=1[C:8]1[C:9]([C:30]2[CH:31]=[CH:32][C:33]([Cl:36])=[CH:34][CH:35]=2)=[CH:10][C:11]2[N:12]([C:14]([CH2:17][C:18]3[C:19]([OH:28])=[N:20][C:21]([C:24]([F:26])([F:25])[F:27])=[CH:22][CH:23]=3)=[N:15][N:16]=2)[N:13]=1, predict the reactants needed to synthesize it. The reactants are: [Cl:1][C:2]1[CH:7]=[CH:6][CH:5]=[CH:4][C:3]=1[C:8]1[C:9]([C:30]2[CH:35]=[CH:34][C:33]([Cl:36])=[CH:32][CH:31]=2)=[CH:10][C:11]2[N:12]([C:14]([CH2:17][C:18]3[C:19]([O:28]C)=[N:20][C:21]([C:24]([F:27])([F:26])[F:25])=[CH:22][CH:23]=3)=[N:15][N:16]=2)[N:13]=1.C([O-])(O)=O.[Na+].